This data is from NCI-60 drug combinations with 297,098 pairs across 59 cell lines. The task is: Regression. Given two drug SMILES strings and cell line genomic features, predict the synergy score measuring deviation from expected non-interaction effect. (1) Drug 2: CN(C)C1=NC(=NC(=N1)N(C)C)N(C)C. Synergy scores: CSS=1.87, Synergy_ZIP=0.361, Synergy_Bliss=4.38, Synergy_Loewe=2.76, Synergy_HSA=2.85. Drug 1: CC1C(C(CC(O1)OC2CC(CC3=C2C(=C4C(=C3O)C(=O)C5=C(C4=O)C(=CC=C5)OC)O)(C(=O)CO)O)N)O.Cl. Cell line: T-47D. (2) Drug 1: C1=C(C(=O)NC(=O)N1)F. Drug 2: C1CCC(C(C1)N)N.C(=O)(C(=O)[O-])[O-].[Pt+4]. Cell line: MALME-3M. Synergy scores: CSS=40.6, Synergy_ZIP=-0.766, Synergy_Bliss=0.474, Synergy_Loewe=4.24, Synergy_HSA=5.06. (3) Drug 1: C(CC(=O)O)C(=O)CN.Cl. Drug 2: C1C(C(OC1N2C=NC(=NC2=O)N)CO)O. Cell line: A549. Synergy scores: CSS=3.86, Synergy_ZIP=-0.509, Synergy_Bliss=1.10, Synergy_Loewe=-2.65, Synergy_HSA=-0.771. (4) Drug 1: CC1CC(C(C(C=C(C(C(C=CC=C(C(=O)NC2=CC(=O)C(=C(C1)C2=O)OC)C)OC)OC(=O)N)C)C)O)OC. Drug 2: CNC(=O)C1=NC=CC(=C1)OC2=CC=C(C=C2)NC(=O)NC3=CC(=C(C=C3)Cl)C(F)(F)F. Cell line: OVCAR3. Synergy scores: CSS=42.5, Synergy_ZIP=4.76, Synergy_Bliss=6.19, Synergy_Loewe=-16.5, Synergy_HSA=0.947. (5) Drug 1: C1=CC(=CC=C1CCCC(=O)O)N(CCCl)CCCl. Drug 2: CC(C)CN1C=NC2=C1C3=CC=CC=C3N=C2N. Cell line: CAKI-1. Synergy scores: CSS=30.2, Synergy_ZIP=-3.88, Synergy_Bliss=-3.18, Synergy_Loewe=-1.16, Synergy_HSA=-2.72.